From a dataset of Reaction yield outcomes from USPTO patents with 853,638 reactions. Predict the reaction yield, written as a fraction of the theoretical maximum amount of product (1.0 means a 100% yield; for example, 0.34 means a 34% yield). (1) The reactants are C=O.[Cl:3][C:4]1[CH:5]=[CH:6][C:7]([O:35][CH:36]([F:38])[F:37])=[C:8]([C:10]2[C:14]([NH:15][C:16]([C:18]3[CH:19]=[N:20][N:21]4[CH:26]=[CH:25][CH:24]=[N:23][C:22]=34)=[O:17])=[CH:13][N:12]([CH2:27][CH:28]=[C:29]3[CH2:34][CH2:33][NH:32][CH2:31][CH2:30]3)[N:11]=2)[CH:9]=1.[BH3-][C:40]#N.[Na+].C(#N)C. The catalyst is CO. The product is [Cl:3][C:4]1[CH:5]=[CH:6][C:7]([O:35][CH:36]([F:37])[F:38])=[C:8]([C:10]2[C:14]([NH:15][C:16]([C:18]3[CH:19]=[N:20][N:21]4[CH:26]=[CH:25][CH:24]=[N:23][C:22]=34)=[O:17])=[CH:13][N:12]([CH2:27][CH:28]=[C:29]3[CH2:34][CH2:33][N:32]([CH3:40])[CH2:31][CH2:30]3)[N:11]=2)[CH:9]=1. The yield is 0.0100. (2) The reactants are C(OC([NH:11][C@H:12]1[C@H:17]2[O:18][C@H:14]([CH2:15][CH2:16]2)[C@H:13]1[C:19]([O:21][CH3:22])=[O:20])=O)C1C=CC=CC=1. The catalyst is C(OCC)(=O)C.[Pd]. The product is [NH2:11][C@H:12]1[C@H:17]2[O:18][C@H:14]([CH2:15][CH2:16]2)[C@H:13]1[C:19]([O:21][CH3:22])=[O:20]. The yield is 0.800. (3) The reactants are [Br:1][C:2]1[C:7]2=[N:8][C:9]([C:12]([OH:14])=O)=[CH:10][N:11]=[C:6]2[CH:5]=[N:4][CH:3]=1.[NH2:15][CH:16]([CH3:21])[C:17]([CH3:20])([OH:19])[CH3:18].C(N(CC)CC)C.F[P-](F)(F)(F)(F)F.C[N+](C)=C(N(C)C)O. The catalyst is CN(C)C=O. The product is [Br:1][C:2]1[C:7]2=[N:8][C:9]([C:12]([NH:15][CH:16]([C:17]([OH:19])([CH3:20])[CH3:18])[CH3:21])=[O:14])=[CH:10][N:11]=[C:6]2[CH:5]=[N:4][CH:3]=1. The yield is 0.540. (4) The reactants are [Cl:1][C:2]1[CH:3]=[C:4]2[C:9](=[CH:10][CH:11]=1)[CH:8]=[C:7]([S:12](Cl)(=[O:14])=[O:13])[CH:6]=[CH:5]2.[N:16]1[CH:21]=[CH:20][CH:19]=[CH:18]C=1.[NH:22]1[C:26]2[CH:27]=[CH:28][C:29]([C:31]([OH:33])=O)=[CH:30][C:25]=2[N:24]=[N:23]1.F[P-](F)(F)(F)(F)F.N1(OC(N(C)C)=[N+](C)C)C2N=CC=CC=2N=N1.C[N:59]1[CH2:64][CH2:63]O[CH2:61][CH2:60]1. The catalyst is ClCCl. The product is [NH:22]1[C:26]2[CH:27]=[CH:28][C:29]([C:31]([N:16]3[CH2:18][C@H:19]4[C@H:63]5[C@@H:61]([C@H:20]4[CH2:21]3)[CH2:60][N:59]([S:12]([C:7]3[CH:6]=[CH:5][C:4]4[C:9](=[CH:10][CH:11]=[C:2]([Cl:1])[CH:3]=4)[CH:8]=3)(=[O:14])=[O:13])[CH2:64]5)=[O:33])=[CH:30][C:25]=2[N:24]=[N:23]1. The yield is 0.0900. (5) The catalyst is CCO.C1COCC1. The product is [Cl:27][C:22]1[CH:21]=[C:20]([CH2:19][CH2:18][CH2:17][C:14]2[CH:15]=[CH:16][C:11]([NH:10][C:5]3[CH:6]=[CH:7][CH:8]=[CH:9][C:4]=3[C:3]([OH:28])=[O:2])=[CH:12][CH:13]=2)[CH:25]=[CH:24][C:23]=1[Cl:26]. The yield is 0.810. The reactants are C[O:2][C:3](=[O:28])[C:4]1[CH:9]=[CH:8][CH:7]=[CH:6][C:5]=1[NH:10][C:11]1[CH:16]=[CH:15][C:14]([CH2:17][CH2:18][CH2:19][C:20]2[CH:25]=[CH:24][C:23]([Cl:26])=[C:22]([Cl:27])[CH:21]=2)=[CH:13][CH:12]=1.[OH-].[Na+]. (6) The reactants are [C:1]([O:5][C:6]([N:8]1[CH2:13][CH2:12][N:11]2[C:14](=[O:17])[CH2:15][CH2:16][C@H:10]2[C@@H:9]1[C:18]1[CH:23]=[CH:22][CH:21]=[C:20]([CH3:24])[C:19]=1[CH3:25])=[O:7])([CH3:4])([CH3:3])[CH3:2].[Li+].C[Si]([N-][Si](C)(C)C)(C)C.CN1C(=O)N(C)[CH2:40][CH2:39][CH2:38]1.[CH2:45](Br)[CH:46]=[CH2:47]. The catalyst is C1COCC1. The product is [CH2:38]([C:15]1([CH2:47][CH:46]=[CH2:45])[C:14](=[O:17])[N:11]2[CH2:12][CH2:13][N:8]([C:6]([O:5][C:1]([CH3:4])([CH3:3])[CH3:2])=[O:7])[C@@H:9]([C:18]3[CH:23]=[CH:22][CH:21]=[C:20]([CH3:24])[C:19]=3[CH3:25])[CH:10]2[CH2:16]1)[CH:39]=[CH2:40]. The yield is 0.700.